This data is from Full USPTO retrosynthesis dataset with 1.9M reactions from patents (1976-2016). The task is: Predict the reactants needed to synthesize the given product. (1) Given the product [CH3:1][O:2][C:3]1[CH:4]=[C:5]2[C:6]([CH:10]=[CH:11][NH:13]2)=[CH:7][C:8]=1[CH3:9], predict the reactants needed to synthesize it. The reactants are: [CH3:1][O:2][C:3]1[C:8]([CH3:9])=[CH:7][C:6]([CH2:10][C:11]#N)=[C:5]([N+:13]([O-])=O)[CH:4]=1.O1CCCC1. (2) Given the product [Br:23][C:11]1[CH:10]=[C:9]2[C:14](=[CH:13][CH:12]=1)[O:15][C:16]1[CH:17]=[N:18][C:19]([Cl:22])=[CH:20][C:21]=1[C:8]2([CH2:24][O:25][CH:30]([CH:31]1[CH2:36][CH2:35][CH2:34][CH2:33][CH2:32]1)[CH2:29][N+:26]([O-:28])=[O:27])[NH2:7], predict the reactants needed to synthesize it. The reactants are: CC(C)([O-])C.[K+].[NH2:7][C:8]1([CH2:24][OH:25])[C:21]2[CH:20]=[C:19]([Cl:22])[N:18]=[CH:17][C:16]=2[O:15][C:14]2[C:9]1=[CH:10][C:11]([Br:23])=[CH:12][CH:13]=2.[N+:26](/[CH:29]=[CH:30]/[CH:31]1[CH2:36][CH2:35][CH2:34][CH2:33][CH2:32]1)([O-:28])=[O:27].C(O)(=O)C. (3) The reactants are: [O:1]([C:8]1[CH:9]=[CH:10][C:11]([CH2:14][O:15]C(=O)C)=[N:12][CH:13]=1)[C:2]1[CH:7]=[CH:6][CH:5]=[CH:4][CH:3]=1.[OH-].[Na+].CO.O. Given the product [O:1]([C:8]1[CH:9]=[CH:10][C:11]([CH2:14][OH:15])=[N:12][CH:13]=1)[C:2]1[CH:7]=[CH:6][CH:5]=[CH:4][CH:3]=1, predict the reactants needed to synthesize it. (4) Given the product [F:12][C:13]1[CH:18]=[CH:17][C:16]([C:19]2[CH:20]=[C:21]([C:23]3[C:31]4[C:26](=[CH:27][N:28]=[CH:29][CH:30]=4)[NH:25][CH:24]=3)[N:2]=[C:3]([NH2:5])[N:4]=2)=[CH:15][CH:14]=1, predict the reactants needed to synthesize it. The reactants are: Cl.[NH2:2][C:3]([NH2:5])=[NH2+:4].C(=O)([O-])[O-].[K+].[K+].[F:12][C:13]1[CH:18]=[CH:17][C:16]([C:19]#[C:20][C:21]([C:23]2[C:31]3[C:26](=[CH:27][N:28]=[CH:29][CH:30]=3)[N:25](C(OCCCC)=O)[CH:24]=2)=O)=[CH:15][CH:14]=1.O. (5) Given the product [CH3:18][C:19]1[S:20][CH:21]=[C:22]([C:2]2[CH:11]=[C:10]3[C:5]([CH:6]=[C:7]([NH:12][C:13]([CH:15]4[CH2:17][CH2:16]4)=[O:14])[N:8]=[CH:9]3)=[CH:4][CH:3]=2)[N:23]=1, predict the reactants needed to synthesize it. The reactants are: Br[C:2]1[CH:11]=[C:10]2[C:5]([CH:6]=[C:7]([NH:12][C:13]([CH:15]3[CH2:17][CH2:16]3)=[O:14])[N:8]=[CH:9]2)=[CH:4][CH:3]=1.[CH3:18][C:19]1[S:20][CH:21]=[C:22](B2OC(C)(C)C(C)(C)O2)[N:23]=1.C(=O)([O-])[O-].[K+].[K+].C(#N)C.O. (6) Given the product [Br:3][C:4]1[N:5]([C:22]#[N:23])[C:6]2[C:11]([C:12]=1[C:13]1[CH:18]=[CH:17][C:16]([O:19][CH3:20])=[CH:15][CH:14]=1)=[CH:10][CH:9]=[CH:8][CH:7]=2, predict the reactants needed to synthesize it. The reactants are: [H-].[Na+].[Br:3][C:4]1[NH:5][C:6]2[C:11]([C:12]=1[C:13]1[CH:18]=[CH:17][C:16]([O:19][CH3:20])=[CH:15][CH:14]=1)=[CH:10][CH:9]=[CH:8][CH:7]=2.O(C1C=CC(C(C2C=CC(OC#N)=CC=2)(C)C)=CC=1)[C:22]#[N:23].O.